From a dataset of Forward reaction prediction with 1.9M reactions from USPTO patents (1976-2016). Predict the product of the given reaction. (1) Given the reactants [OH:1][C:2]1[CH:7]=[CH:6][C:5]([C:8]2[N:13]=[C:12]([NH:14][C:15]3[CH:16]=[C:17]([CH:21]=[CH:22][CH:23]=3)[C:18](O)=[O:19])[CH:11]=[N:10][CH:9]=2)=[CH:4][CH:3]=1.[CH2:24]([N:26]([CH2:29][CH3:30])[CH2:27]C)[CH3:25].C[N:32](C(ON1N=NC2C=CC=CC1=2)=[N+](C)C)C.[B-](F)(F)(F)F, predict the reaction product. The product is: [CH3:27][N:26]1[CH2:29][CH2:30][N:32]([C:18]([C:17]2[CH:16]=[C:15]([NH:14][C:12]3[N:13]=[C:8]([C:5]4[CH:4]=[CH:3][C:2]([OH:1])=[CH:7][CH:6]=4)[CH:9]=[N:10][CH:11]=3)[CH:23]=[CH:22][CH:21]=2)=[O:19])[CH2:25][CH2:24]1. (2) Given the reactants [Cl:1][C:2]1[N:7]=[CH:6][NH:5][C:4]2=[N:8][CH:9]=[CH:10][C:3]=12.[I:11]N1C(=O)CCC1=O, predict the reaction product. The product is: [Cl:1][C:2]1[C:3]2[C:10]([I:11])=[CH:9][NH:8][C:4]=2[N:5]=[CH:6][N:7]=1. (3) Given the reactants C(=O)([O-])[O-].[Cs+].[Cs+].CC1(C)C2C(=C(P(C3C=CC=CC=3)C3C=CC=CC=3)C=CC=2)OC2C(P(C3C=CC=CC=3)C3C=CC=CC=3)=CC=CC1=2.[CH2:49]([O:56][C:57]1[CH:62]=[C:61]([C:63]2[CH:68]=[CH:67][CH:66]=[CH:65][CH:64]=2)[CH:60]=[C:59](Cl)[N:58]=1)[C:50]1[CH:55]=[CH:54][CH:53]=[CH:52][CH:51]=1.COC1C=C(OC)C=CC=1C[NH2:75].FC(F)(F)C(O)=O, predict the reaction product. The product is: [CH2:49]([O:56][C:57]1[N:58]=[C:59]([NH2:75])[CH:60]=[C:61]([C:63]2[CH:68]=[CH:67][CH:66]=[CH:65][CH:64]=2)[CH:62]=1)[C:50]1[CH:55]=[CH:54][CH:53]=[CH:52][CH:51]=1. (4) The product is: [NH2:1][C:2]1[N:7]=[C:6]([C:8]2[NH:12][C:11]([C:13]3[CH:18]=[C:17]([C:19]([F:20])([F:22])[F:21])[CH:16]=[CH:15][C:14]=3[Cl:23])=[C:10]([C:24]([NH2:29])=[O:26])[CH:9]=2)[CH:5]=[CH:4][N:3]=1. Given the reactants [NH2:1][C:2]1[N:7]=[C:6]([C:8]2[NH:12][C:11]([C:13]3[CH:18]=[C:17]([C:19]([F:22])([F:21])[F:20])[CH:16]=[CH:15][C:14]=3[Cl:23])=[C:10]([C:24]([OH:26])=O)[CH:9]=2)[CH:5]=[CH:4][N:3]=1.CC[N:29](C(C)C)C(C)C.CCN=C=NCCCN(C)C.Cl.C1C=CC2N(O)N=NC=2C=1.N, predict the reaction product. (5) Given the reactants [Cl:1][C:2]1[CH:10]=[CH:9][C:5]([C:6]([OH:8])=[O:7])=[CH:4][C:3]=1[OH:11].O.[C:13](OC(=O)C)(=[O:15])[CH3:14], predict the reaction product. The product is: [C:13]([O:11][C:3]1[CH:4]=[C:5]([CH:9]=[CH:10][C:2]=1[Cl:1])[C:6]([OH:8])=[O:7])(=[O:15])[CH3:14]. (6) Given the reactants Cl.[NH:2]1[CH2:7][CH2:6][CH:5]([CH:8]([CH3:11])[CH2:9][OH:10])[CH2:4][CH2:3]1.C(N(CC)CC)C.Cl[C:20]([O:22][CH:23]([CH3:25])[CH3:24])=[O:21], predict the reaction product. The product is: [CH:23]([O:22][C:20]([N:2]1[CH2:7][CH2:6][CH:5]([CH:8]([CH3:11])[CH2:9][OH:10])[CH2:4][CH2:3]1)=[O:21])([CH3:25])[CH3:24].